This data is from Catalyst prediction with 721,799 reactions and 888 catalyst types from USPTO. The task is: Predict which catalyst facilitates the given reaction. Reactant: [Cl:1][C:2]1[CH:3]=[C:4]2[C:8](=[CH:9][C:10]=1[Cl:11])[C:7](=O)[O:6]/[C:5]/2=[CH:13]\[C:14]1[CH:19]=[CH:18][C:17]([F:20])=[C:16]([C:21]([N:23]2[CH2:28][CH2:27][CH:26]([O:29][CH3:30])[CH2:25][CH2:24]2)=[O:22])[CH:15]=1.O.[NH2:32][NH2:33]. Product: [Cl:1][C:2]1[CH:3]=[C:4]2[C:8](=[CH:9][C:10]=1[Cl:11])[C:7](=[O:6])[NH:33][N:32]=[C:5]2[CH2:13][C:14]1[CH:19]=[CH:18][C:17]([F:20])=[C:16]([C:21]([N:23]2[CH2:28][CH2:27][CH:26]([O:29][CH3:30])[CH2:25][CH2:24]2)=[O:22])[CH:15]=1. The catalyst class is: 145.